From a dataset of Forward reaction prediction with 1.9M reactions from USPTO patents (1976-2016). Predict the product of the given reaction. (1) Given the reactants [F:1][C:2]12[CH2:10][CH:6]3[CH2:7][CH:8]([CH2:9]1)[C:4]([NH:11]C(=O)OC(C)(C)C)([CH2:5]3)[CH2:3]2.[ClH:19], predict the reaction product. The product is: [ClH:19].[F:1][C:2]12[CH2:10][CH:6]3[CH2:7][CH:8]([CH2:9]1)[C:4]([NH2:11])([CH2:5]3)[CH2:3]2. (2) Given the reactants [CH3:1][O:2][P:3]([C:7]1[CH:8]=[C:9](/[CH:13]=[CH:14]/[C:15]([O:17]C(C)(C)C)=[O:16])[CH:10]=[CH:11][CH:12]=1)([O:5][CH3:6])=[O:4].C(O)(C(F)(F)F)=O, predict the reaction product. The product is: [CH3:1][O:2][P:3]([C:7]1[CH:8]=[C:9](/[CH:13]=[CH:14]/[C:15]([OH:17])=[O:16])[CH:10]=[CH:11][CH:12]=1)([O:5][CH3:6])=[O:4]. (3) Given the reactants [Cl:1][C:2]1[CH:7]=[CH:6][CH:5]=[C:4]([Cl:8])[C:3]=1[CH2:9][S:10]([C:13]1[CH:14]=[C:15]2[C:19](=[CH:20][CH:21]=1)[NH:18][C:17](=[O:22])[CH2:16]2)(=[O:12])=[O:11].[F:23][CH:24]1[CH2:29][CH2:28][N:27]([CH2:30][C:31]2[C:32]([CH3:39])=[C:33]([CH:37]=O)[NH:34][C:35]=2[CH3:36])[CH2:26][CH2:25]1, predict the reaction product. The product is: [Cl:8][C:4]1[CH:5]=[CH:6][CH:7]=[C:2]([Cl:1])[C:3]=1[CH2:9][S:10]([C:13]1[CH:14]=[C:15]2[C:19](=[CH:20][CH:21]=1)[NH:18][C:17](=[O:22])/[C:16]/2=[CH:37]\[C:33]1[NH:34][C:35]([CH3:36])=[C:31]([CH2:30][N:27]2[CH2:26][CH2:25][CH:24]([F:23])[CH2:29][CH2:28]2)[C:32]=1[CH3:39])(=[O:12])=[O:11]. (4) Given the reactants [F:1][C:2]([F:22])([F:21])[C:3]1[C:4]([CH2:9][N:10]2[C:18]3[C:13](=[CH:14][C:15]([CH:19]=O)=[CH:16][CH:17]=3)[CH:12]=[N:11]2)=[N:5][CH:6]=[CH:7][CH:8]=1.[OH:23][CH2:24][C@H:25]1[O:30][CH2:29][CH2:28][N:27]([C:31]2[S:32][CH2:33][C:34](=[O:36])[N:35]=2)[CH2:26]1, predict the reaction product. The product is: [OH:23][CH2:24][C@H:25]1[O:30][CH2:29][CH2:28][N:27]([C:31]2[S:32][C:33](=[CH:19][C:15]3[CH:14]=[C:13]4[C:18](=[CH:17][CH:16]=3)[N:10]([CH2:9][C:4]3[C:3]([C:2]([F:22])([F:1])[F:21])=[CH:8][CH:7]=[CH:6][N:5]=3)[N:11]=[CH:12]4)[C:34](=[O:36])[N:35]=2)[CH2:26]1. (5) Given the reactants [NH2:1][C:2]1[CH:7]=[N:6][CH:5]=[CH:4][N:3]=1.[N+:8]([C:10]1[CH:19]=[CH:18][C:13]2[O:14][CH2:15][CH2:16][O:17][C:12]=2[CH:11]=1)#[C-:9].[F:20][C:21]1[C:22]([CH:27]=O)=[N:23][CH:24]=[CH:25][CH:26]=1.[Cl-].[In+3].[Cl-].[Cl-], predict the reaction product. The product is: [O:14]1[CH2:15][CH2:16][O:17][C:12]2[CH:11]=[C:10]([NH:8][C:9]3[N:3]4[CH:4]=[CH:5][N:6]=[CH:7][C:2]4=[N:1][C:27]=3[C:22]3[C:21]([F:20])=[CH:26][CH:25]=[CH:24][N:23]=3)[CH:19]=[CH:18][C:13]1=2. (6) Given the reactants [CH3:1][O:2][C:3]1[CH:24]=[CH:23][C:6]([C:7]([N:9]2[C:18]3[C:13](=[CH:14][CH:15]=[CH:16][CH:17]=3)[CH:12]([C:19](O)=[O:20])[CH2:11][CH:10]2[CH3:22])=[O:8])=[CH:5][CH:4]=1.C(Cl)(=O)C(Cl)=O.C(N(C(C)C)CC)(C)C.[CH2:40]([NH:42][CH2:43][C:44]1[CH:49]=[CH:48][CH:47]=[CH:46][CH:45]=1)[CH3:41], predict the reaction product. The product is: [CH2:43]([N:42]([CH2:40][CH3:41])[C:19]([C@@H:12]1[C:13]2[C:18](=[CH:17][CH:16]=[CH:15][CH:14]=2)[N:9]([C:7](=[O:8])[C:6]2[CH:5]=[CH:4][C:3]([O:2][CH3:1])=[CH:24][CH:23]=2)[C@@H:10]([CH3:22])[CH2:11]1)=[O:20])[C:44]1[CH:49]=[CH:48][CH:47]=[CH:46][CH:45]=1. (7) The product is: [F:1][C:2]1[CH:7]=[CH:6][C:5]([S:8]([NH:11][C@@H:12]2[CH2:20][CH2:19][C:18]3[N:14]([C:15]4[N:29]=[CH:28][CH:27]=[CH:26][C:16]=4[C:17]=3[CH2:21][C:22]([O:24][CH3:25])=[O:23])[CH2:13]2)(=[O:9])=[O:10])=[CH:4][CH:3]=1. Given the reactants [F:1][C:2]1[CH:7]=[CH:6][C:5]([S:8]([NH:11][C@@H:12]2[CH:20]=[CH:19][C:18]3[N:14]([C:15]4[N:29]=[CH:28][CH:27]=[CH:26][C:16]=4[C:17]=3[CH2:21][C:22]([O:24][CH3:25])=[O:23])[CH2:13]2)(=[O:10])=[O:9])=[CH:4][CH:3]=1.C(Cl)Cl, predict the reaction product. (8) Given the reactants [CH2:1]([CH:3]1[CH2:7][CH2:6][C:5]([C:8]([O:10][CH3:11])=[O:9])=[CH:4]1)[CH3:2], predict the reaction product. The product is: [CH2:1]([CH:3]1[CH2:7][CH2:6][CH:5]([C:8]([O:10][CH3:11])=[O:9])[CH2:4]1)[CH3:2]. (9) Given the reactants [S:1]1[CH:5]=[CH:4][CH:3]=[C:2]1[C:6](=[O:8])[CH3:7].[H-].[Na+].[C:11](=O)([O:15]CC)[O:12][CH2:13][CH3:14], predict the reaction product. The product is: [O:8]=[C:6]([C:2]1[S:1][CH:5]=[CH:4][CH:3]=1)[CH2:7][C:11]([O:12][CH2:13][CH3:14])=[O:15].